From a dataset of Full USPTO retrosynthesis dataset with 1.9M reactions from patents (1976-2016). Predict the reactants needed to synthesize the given product. Given the product [ClH:53].[ClH:53].[NH2:47][C:43]1[C:42]([CH3:48])=[CH:41][C:40]([O:39][C:36]2[CH:37]=[CH:38][C:31]3[N:30]=[C:29]([CH2:28][O:27][C:24]4[CH:23]=[CH:22][C:21]([CH2:20][C@@H:4]([C:3]([OH:49])=[O:2])[NH:5][C:6]5[CH:11]=[CH:10][CH:9]=[CH:8][C:7]=5[C:12](=[O:19])[C:13]5[CH:18]=[CH:17][CH:16]=[CH:15][CH:14]=5)=[CH:26][CH:25]=4)[N:33]([CH3:34])[C:32]=3[CH:35]=2)=[CH:45][C:44]=1[CH3:46], predict the reactants needed to synthesize it. The reactants are: C[O:2][C:3](=[O:49])[C@H:4]([CH2:20][C:21]1[CH:26]=[CH:25][C:24]([O:27][CH2:28][C:29]2[N:33]([CH3:34])[C:32]3[CH:35]=[C:36]([O:39][C:40]4[CH:45]=[C:44]([CH3:46])[C:43]([NH2:47])=[C:42]([CH3:48])[CH:41]=4)[CH:37]=[CH:38][C:31]=3[N:30]=2)=[CH:23][CH:22]=1)[NH:5][C:6]1[CH:11]=[CH:10][CH:9]=[CH:8][C:7]=1[C:12](=[O:19])[C:13]1[CH:18]=[CH:17][CH:16]=[CH:15][CH:14]=1.O.[OH-].[Li+].[ClH:53].Cl.O1CCOCC1.